From a dataset of Peptide-MHC class II binding affinity with 134,281 pairs from IEDB. Regression. Given a peptide amino acid sequence and an MHC pseudo amino acid sequence, predict their binding affinity value. This is MHC class II binding data. (1) The peptide sequence is LEQDKCVTVMAPDKP. The MHC is H-2-IEd with pseudo-sequence H-2-IEd. The binding affinity (normalized) is 0. (2) The peptide sequence is ANKVAATAANAAPAN. The MHC is HLA-DPA10201-DPB11401 with pseudo-sequence HLA-DPA10201-DPB11401. The binding affinity (normalized) is 0.546. (3) The peptide sequence is EKKYFAATQFELLAA. The MHC is HLA-DPA10201-DPB10101 with pseudo-sequence HLA-DPA10201-DPB10101. The binding affinity (normalized) is 1.00. (4) The peptide sequence is EAAVKQAYAATVAAA. The MHC is HLA-DQA10104-DQB10503 with pseudo-sequence HLA-DQA10104-DQB10503. The binding affinity (normalized) is 0.627.